Dataset: Full USPTO retrosynthesis dataset with 1.9M reactions from patents (1976-2016). Task: Predict the reactants needed to synthesize the given product. Given the product [C:1]([O:5][C:6]([N:8]1[CH2:12][CH2:11][CH:10]([O:13][C:14]2[CH:19]=[CH:18][C:17]([Cl:20])=[CH:16][C:15]=2[OH:31])[CH2:9]1)=[O:7])([CH3:4])([CH3:3])[CH3:2], predict the reactants needed to synthesize it. The reactants are: [C:1]([O:5][C:6]([N:8]1[CH2:12][CH2:11][CH:10]([O:13][C:14]2[CH:19]=[CH:18][C:17]([Cl:20])=[CH:16][C:15]=2C=O)[CH2:9]1)=[O:7])([CH3:4])([CH3:3])[CH3:2].C1C=C(Cl)C=C(C(OO)=[O:31])C=1.